Dataset: Reaction yield outcomes from USPTO patents with 853,638 reactions. Task: Predict the reaction yield, written as a fraction of the theoretical maximum amount of product (1.0 means a 100% yield; for example, 0.34 means a 34% yield). (1) The catalyst is C(OCC)(=O)C. The reactants are [Br:1][C:2]1[CH:3]=[C:4]([CH2:7][NH:8][C:9]([C:12]2[C:16]([NH:17][CH2:18][CH2:19][O:20][CH3:21])=[N:15][O:14][N:13]=2)=[N:10][OH:11])[O:5][CH:6]=1.[C:22](N1C=CN=C1)(N1C=CN=C1)=[O:23]. The yield is 0.900. The product is [Br:1][C:2]1[CH:3]=[C:4]([CH2:7][N:8]2[C:22](=[O:23])[O:11][N:10]=[C:9]2[C:12]2[C:16]([NH:17][CH2:18][CH2:19][O:20][CH3:21])=[N:15][O:14][N:13]=2)[O:5][CH:6]=1. (2) The reactants are [Br:1][C:2]1[CH:18]=[CH:17][C:5]([C:6]([C@@H:8]2[CH2:13][CH2:12][CH2:11][CH2:10][C@H:9]2[C:14]([OH:16])=[O:15])=[O:7])=[CH:4][CH:3]=1.[CH3:19][Si:20]([CH3:25])([CH3:24])[CH2:21][CH2:22]O.CCN=C=NCCCN(C)C.O. The catalyst is C(Cl)Cl. The product is [Br:1][C:2]1[CH:3]=[CH:4][C:5]([C:6]([C@@H:8]2[CH2:13][CH2:12][CH2:11][CH2:10][C@H:9]2[C:14]([O:16][CH2:22][CH2:21][Si:20]([CH3:25])([CH3:24])[CH3:19])=[O:15])=[O:7])=[CH:17][CH:18]=1. The yield is 0.370. (3) The reactants are [C:1]([N:9]=[C:10]=[O:11])(=[O:8])[C:2]1[CH:7]=[CH:6][CH:5]=[CH:4][CH:3]=1.[NH2:12][C:13]1[CH:20]=[CH:19][CH:18]=[C:17]([CH:21]=[C:22]([CH3:24])[CH3:23])[C:14]=1[C:15]#[N:16]. The catalyst is O1CCOCC1. The product is [C:15]([C:14]1[C:17]([CH:21]=[C:22]([CH3:23])[CH3:24])=[CH:18][CH:19]=[CH:20][C:13]=1[NH:12][C:10]([NH:9][C:1](=[O:8])[C:2]1[CH:7]=[CH:6][CH:5]=[CH:4][CH:3]=1)=[O:11])#[N:16]. The yield is 0.860.